Task: Predict which catalyst facilitates the given reaction.. Dataset: Catalyst prediction with 721,799 reactions and 888 catalyst types from USPTO (1) Reactant: C(B(CC)OC)C.[Cl:8][CH2:9][CH:10]([OH:24])[CH2:11][C:12](=[O:23])[CH2:13][C:14]([N:16]([CH:20]([CH3:22])[CH3:21])[CH:17]([CH3:19])[CH3:18])=[O:15].O1CCCC1.[BH4-].[Na+]. Product: [Cl:8][CH2:9][C@@H:10]([OH:24])[CH2:11][C@@H:12]([OH:23])[CH2:13][C:14]([N:16]([CH:17]([CH3:19])[CH3:18])[CH:20]([CH3:21])[CH3:22])=[O:15]. The catalyst class is: 5. (2) Product: [O:1]=[C:2]1[NH:7][CH2:6][CH2:5][N:4]([CH:8]2[CH2:9][CH2:10][CH:11]([O:14][C:15]3[N:16]=[CH:17][N:18]=[C:19]4[C:26]=3[C:25]3[C@@H:24]([CH2:27][C:28]([NH2:29])=[O:30])[CH2:23][CH2:22][C:21]=3[S:20]4)[CH2:12][CH2:13]2)[CH2:3]1. Reactant: [O:1]=[C:2]1[NH:7][CH2:6][CH2:5][N:4]([CH:8]2[CH2:13][CH2:12][CH:11]([O:14][C:15]3[N:16]=[CH:17][N:18]=[C:19]4[C:26]=3[C:25]3[C@@H:24]([CH2:27][C:28]#[N:29])[CH2:23][CH2:22][C:21]=3[S:20]4)[CH2:10][CH2:9]2)[CH2:3]1.[OH:30][Li].O.OO. The catalyst class is: 5. (3) Reactant: [C:1]([N:4]([C:30]1[CH:35]=[CH:34][C:33]([Cl:36])=[CH:32][CH:31]=1)[C@H:5]1[C:14]2[C:9](=[CH:10][CH:11]=[CH:12][CH:13]=2)[N:8]([C:15]([C:17]2[O:21][N:20]=[C:19]([O:22][CH2:23][C:24]([O:26]CC)=[O:25])[CH:18]=2)=[O:16])[C@@H:7]([CH3:29])[CH2:6]1)(=[O:3])[CH3:2].O.[OH-].[Li+]. Product: [C:1]([N:4]([C:30]1[CH:31]=[CH:32][C:33]([Cl:36])=[CH:34][CH:35]=1)[C@H:5]1[C:14]2[C:9](=[CH:10][CH:11]=[CH:12][CH:13]=2)[N:8]([C:15]([C:17]2[O:21][N:20]=[C:19]([O:22][CH2:23][C:24]([OH:26])=[O:25])[CH:18]=2)=[O:16])[C@@H:7]([CH3:29])[CH2:6]1)(=[O:3])[CH3:2]. The catalyst class is: 5. (4) Product: [CH3:1][O:2][C:3](=[O:12])[C:4]1[CH:9]=[CH:8][C:7]([F:10])=[C:6]([O:11][C:20]2[CH:19]=[CH:18][N:17]=[C:16]([Cl:15])[CH:21]=2)[CH:5]=1. The catalyst class is: 9. Reactant: [CH3:1][O:2][C:3](=[O:12])[C:4]1[CH:9]=[CH:8][C:7]([F:10])=[C:6]([OH:11])[CH:5]=1.[H-].[Na+].[Cl:15][C:16]1[CH:21]=[C:20]([N+]([O-])=O)[CH:19]=[CH:18][N:17]=1.O.